Dataset: Forward reaction prediction with 1.9M reactions from USPTO patents (1976-2016). Task: Predict the product of the given reaction. (1) The product is: [CH3:39][O:38][C:27]1[CH:28]=[C:29]([C:34]([F:36])([F:37])[F:35])[CH:30]=[C:31]([S:32][CH3:33])[C:26]=1[C:25]([NH:24][CH:20]1[CH2:21][CH2:22][CH2:23][CH:19]1[N:18]1[CH2:49][CH2:48][C:47](=[O:50])[CH2:46][CH2:45]1)=[O:40]. Given the reactants FC(F)(F)C1C=C(C(F)(F)F)C(C(N)=O)=CC=1.[NH2:18][CH:19]1[CH2:23][CH2:22][CH2:21][CH:20]1[NH:24][C:25](=[O:40])[C:26]1[C:31]([S:32][CH3:33])=[CH:30][C:29]([C:34]([F:37])([F:36])[F:35])=[CH:28][C:27]=1[O:38][CH3:39].[I-].C([N+]1(C)[CH2:49][CH2:48][C:47](=[O:50])[CH2:46][CH2:45]1)C, predict the reaction product. (2) The product is: [C:1]([C:5]1[CH:6]=[C:7]([CH:12]=[C:13]([CH2:15][O:16][CH2:17][CH3:18])[CH:14]=1)[C:8]([O:10][CH3:11])=[O:9])([CH3:4])([CH3:2])[CH3:3]. Given the reactants [C:1]([C:5]1[CH:6]=[C:7]([CH:12]=[C:13]([CH2:15][OH:16])[CH:14]=1)[C:8]([O:10][CH3:11])=[O:9])([CH3:4])([CH3:3])[CH3:2].[CH2:17](I)[CH3:18], predict the reaction product. (3) Given the reactants [NH2:1][C:2]1[C:3]([C:18]([NH2:20])=[O:19])=[CH:4][C:5]2[C:13]3[C:8](=[CH:9][CH:10]=[CH:11][CH:12]=3)[N:7](C(C)C)[C:6]=2[N:17]=1.I[CH2:22][C@@H:23]([NH:25][C:26](=[O:32])[O:27][C:28]([CH3:31])([CH3:30])[CH3:29])[CH3:24].BrC(C)C, predict the reaction product. The product is: [NH2:1][C:2]1[C:3]([C:18]([NH2:20])=[O:19])=[CH:4][C:5]2[C:13]3[C:8](=[CH:9][CH:10]=[CH:11][CH:12]=3)[N:7]([CH2:22][C@@H:23]([NH:25][C:26](=[O:32])[O:27][C:28]([CH3:31])([CH3:30])[CH3:29])[CH3:24])[C:6]=2[N:17]=1.